The task is: Predict the reactants needed to synthesize the given product.. This data is from Full USPTO retrosynthesis dataset with 1.9M reactions from patents (1976-2016). Given the product [Br:7][C:8]1[CH:9]=[CH:10][CH:11]=[C:12]2[C:16]=1[N:15]([CH2:17][CH2:18][C:19]1[CH:24]=[CH:23][CH:22]=[C:21]([O:25][CH3:26])[CH:20]=1)[CH2:14][CH2:13]2, predict the reactants needed to synthesize it. The reactants are: B.C1COCC1.[Br:7][C:8]1[CH:9]=[CH:10][CH:11]=[C:12]2[C:16]=1[N:15]([C:17](=O)[CH2:18][C:19]1[CH:24]=[CH:23][CH:22]=[C:21]([O:25][CH3:26])[CH:20]=1)[CH2:14][CH2:13]2.Cl.[OH-].[Na+].